From a dataset of Catalyst prediction with 721,799 reactions and 888 catalyst types from USPTO. Predict which catalyst facilitates the given reaction. (1) Reactant: Cl.Cl.[CH2:3]([C:7]1[N:12]=[N:11][C:10]([O:13][CH:14]2[CH2:19][CH2:18][NH:17][CH2:16][CH:15]2[CH2:20][OH:21])=[CH:9][C:8]=1[C:22]1[CH:27]=[CH:26][C:25]([O:28][CH:29]2[CH2:34][CH2:33][CH2:32][CH2:31][CH2:30]2)=[CH:24][CH:23]=1)[CH2:4][CH2:5][CH3:6].C=O.[C:37](O[BH-](OC(=O)C)OC(=O)C)(=O)C.[Na+]. Product: [CH2:3]([C:7]1[N:12]=[N:11][C:10]([O:13][CH:14]2[CH2:19][CH2:18][N:17]([CH3:37])[CH2:16][CH:15]2[CH2:20][OH:21])=[CH:9][C:8]=1[C:22]1[CH:23]=[CH:24][C:25]([O:28][CH:29]2[CH2:34][CH2:33][CH2:32][CH2:31][CH2:30]2)=[CH:26][CH:27]=1)[CH2:4][CH2:5][CH3:6]. The catalyst class is: 699. (2) The catalyst class is: 13. Reactant: [CH2:1]([C:5]1([N:20]([CH3:22])[CH3:21])[CH2:10][CH2:9][CH:8]([C:11]2[C:19]3[C:14](=[N:15][CH:16]=[CH:17][CH:18]=3)[NH:13][CH:12]=2)[CH2:7][CH2:6]1)[CH2:2][CH2:3][CH3:4].[Si]([Cl:27])(C)(C)C. Product: [ClH:27].[CH2:1]([C:5]1([N:20]([CH3:22])[CH3:21])[CH2:6][CH2:7][CH:8]([C:11]2[C:19]3[C:14](=[N:15][CH:16]=[CH:17][CH:18]=3)[NH:13][CH:12]=2)[CH2:9][CH2:10]1)[CH2:2][CH2:3][CH3:4]. (3) Reactant: Br[CH2:2][C:3]([C:5]1[CH:10]=[CH:9][CH:8]=[CH:7][CH:6]=1)=O.[N:11]1[CH:16]=[CH:15][CH:14]=[CH:13][C:12]=1[CH2:17][CH2:18][NH:19][C:20]([NH2:22])=[S:21].[H-].[Na+].Br[CH2:26][C:27]1[CH:36]=[CH:35][C:30]([C:31]([O:33]C)=O)=[CH:29][CH:28]=1.P([O-])(O)(O)=O.[Na+].[H-].[Al+3].[Li+].[H-].[H-].[H-].O.O.O.O.O.O.O.O.O.O.[O-]S([O-])(=O)=O.[Na+].[Na+]. Product: [C:5]1([C:3]2[N:22]=[C:20]([N:19]([CH2:26][C:27]3[CH:28]=[CH:29][C:30]([CH2:31][OH:33])=[CH:35][CH:36]=3)[CH2:18][CH2:17][C:12]3[CH:13]=[CH:14][CH:15]=[CH:16][N:11]=3)[S:21][CH:2]=2)[CH:10]=[CH:9][CH:8]=[CH:7][CH:6]=1. The catalyst class is: 213. (4) Reactant: C(N(CC)C(C)C)(C)C.F[P-](F)(F)(F)(F)F.N1(O[P+](N(C)C)(N(C)C)N(C)C)C2C=CC=CC=2N=N1.C(O[C:40]([C@H:42]1[C@@H:47]([NH:48][CH2:49][C:50]2[CH:55]=[CH:54][C:53]([F:56])=[CH:52][CH:51]=2)[C@H:46]2[CH2:57][C@@H:43]1[CH2:44][CH2:45]2)=[O:41])C.[I:58][C:59]1[CH:74]=[CH:73][C:62]2[NH:63][C:64]([CH2:69][C:70](O)=[O:71])=[N:65][S:66](=[O:68])(=[O:67])[C:61]=2[CH:60]=1.[O-]CC.[Na+].C(O)C. Product: [F:56][C:53]1[CH:52]=[CH:51][C:50]([CH2:49][N:48]2[C:70](=[O:71])[C:69]([C:64]3[NH:63][C:62]4[CH:73]=[CH:74][C:59]([I:58])=[CH:60][C:61]=4[S:66](=[O:68])(=[O:67])[N:65]=3)=[C:40]([OH:41])[C@H:42]3[C@@H:47]2[C@H:46]2[CH2:57][C@@H:43]3[CH2:44][CH2:45]2)=[CH:55][CH:54]=1. The catalyst class is: 9. (5) Reactant: [NH2:1][C:2]1[CH:7]=[CH:6][CH:5]=[CH:4][CH:3]=1.[N:8]#[C:9][NH2:10].Cl. Product: [C:2]1([NH:1][C:9]([NH2:10])=[NH:8])[CH:7]=[CH:6][CH:5]=[CH:4][CH:3]=1. The catalyst class is: 12.